This data is from Forward reaction prediction with 1.9M reactions from USPTO patents (1976-2016). The task is: Predict the product of the given reaction. (1) Given the reactants [Cl:1][C:2]1[CH:3]=[C:4]([NH:10][C:11]2[CH:16]=[CH:15][C:14]([CH:17]3[CH2:22][CH2:21][NH:20][CH2:19][CH2:18]3)=[CH:13][N:12]=2)[C:5](=[O:9])[N:6]([CH3:8])[N:7]=1.[CH:23](=O)[CH3:24].C(O)(=O)C.C(O[BH-](OC(=O)C)OC(=O)C)(=O)C.[Na+].C([O-])(O)=O.[Na+], predict the reaction product. The product is: [Cl:1][C:2]1[CH:3]=[C:4]([NH:10][C:11]2[CH:16]=[CH:15][C:14]([CH:17]3[CH2:22][CH2:21][N:20]([CH2:23][CH3:24])[CH2:19][CH2:18]3)=[CH:13][N:12]=2)[C:5](=[O:9])[N:6]([CH3:8])[N:7]=1. (2) Given the reactants Br[CH2:2][C:3](=O)[C:4]([OH:6])=[O:5].[Br:8][C:9]1[CH:20]=[CH:19][C:12]2[C:13](=[NH:18])[NH:14][CH2:15][CH2:16][O:17][C:11]=2[CH:10]=1, predict the reaction product. The product is: [Br:8][C:9]1[CH:20]=[CH:19][C:12]2[C:13]3[N:14]([CH:2]=[C:3]([C:4]([OH:6])=[O:5])[N:18]=3)[CH2:15][CH2:16][O:17][C:11]=2[CH:10]=1. (3) Given the reactants [CH3:1][C:2]1[CH:3]=[C:4]([C:19]2[S:23][C:22]([C:24]3([OH:34])[CH2:33][CH2:32][C:27]4(OCC[O:28]4)[CH2:26][CH2:25]3)=[N:21][CH:20]=2)[CH:5]=[C:6]([NH:8][C:9]2[N:14]=[C:13]([C:15]([F:18])([F:17])[F:16])[CH:12]=[CH:11][N:10]=2)[CH:7]=1.[N-:35]=[N+]=[N-].[Na+].CS(O)(=O)=O.O, predict the reaction product. The product is: [OH:34][C:24]1([C:22]2[S:23][C:19]([C:4]3[CH:5]=[C:6]([NH:8][C:9]4[N:14]=[C:13]([C:15]([F:17])([F:16])[F:18])[CH:12]=[CH:11][N:10]=4)[CH:7]=[C:2]([CH3:1])[CH:3]=3)=[CH:20][N:21]=2)[CH2:33][CH2:32][NH:35][C:27](=[O:28])[CH2:26][CH2:25]1.